From a dataset of Full USPTO retrosynthesis dataset with 1.9M reactions from patents (1976-2016). Predict the reactants needed to synthesize the given product. (1) Given the product [Br:1][C:2]1[CH:10]=[C:9]2[C:5]([C:6]([NH:11][C:15]([CH:12]3[CH2:14][CH2:13]3)=[O:16])=[N:7][NH:8]2)=[CH:4][CH:3]=1, predict the reactants needed to synthesize it. The reactants are: [Br:1][C:2]1[CH:10]=[C:9]2[C:5]([C:6]([NH2:11])=[N:7][NH:8]2)=[CH:4][CH:3]=1.[CH:12]1([C:15](Cl)=[O:16])[CH2:14][CH2:13]1. (2) The reactants are: [Cl:1][C:2]1[O:3][C:4]2[CH:10]=[CH:9][C:8]([CH:11]3OCCO3)=[CH:7][C:5]=2[CH:6]=1.[S:16]1[CH2:20][C:19](=[O:21])[NH:18][C:17]1=[O:22]. Given the product [Cl:1][C:2]1[O:3][C:4]2[CH:10]=[CH:9][C:8]([CH:11]=[C:20]3[S:16][C:17](=[O:22])[NH:18][C:19]3=[O:21])=[CH:7][C:5]=2[CH:6]=1, predict the reactants needed to synthesize it. (3) Given the product [NH2:1][C:2]1[C:3]([C:13]([NH:25][C:18]2[C:19]3=[N:24][CH:23]=[CH:22][N:21]=[C:20]3[NH:16][N:17]=2)=[O:15])=[N:4][C:5]([Br:12])=[C:6]([C:8]([F:9])([F:10])[F:11])[CH:7]=1, predict the reactants needed to synthesize it. The reactants are: [NH2:1][C:2]1[C:3]([C:13]([OH:15])=O)=[N:4][C:5]([Br:12])=[C:6]([C:8]([F:11])([F:10])[F:9])[CH:7]=1.[NH:16]1[C:20]2=[N:21][CH:22]=[CH:23][N:24]=[C:19]2[C:18]([NH2:25])=[N:17]1.CN(C(ON1N=NC2C=CC=NC1=2)=[N+](C)C)C.F[P-](F)(F)(F)(F)F.CN1CCOCC1. (4) Given the product [CH:1]1([CH2:7][N:8]2[CH:12]([C:13]3[CH:18]=[CH:17][N:16]=[CH:15][CH:14]=3)[CH:11]([C:19]3[CH:24]=[CH:23][C:22]([Cl:25])=[C:21]([Cl:26])[CH:20]=3)[C:10](=[O:27])[N:9]2[CH3:29])[CH2:2][CH2:3][CH2:4][CH2:5][CH2:6]1, predict the reactants needed to synthesize it. The reactants are: [CH:1]1([CH2:7][N:8]2[CH:12]([C:13]3[CH:18]=[CH:17][N:16]=[CH:15][CH:14]=3)[CH:11]([C:19]3[CH:24]=[CH:23][C:22]([Cl:25])=[C:21]([Cl:26])[CH:20]=3)[C:10](=[O:27])[NH:9]2)[CH2:6][CH2:5][CH2:4][CH2:3][CH2:2]1.[Li+].[CH3:29][Si]([N-][Si](C)(C)C)(C)C.IC. (5) The reactants are: O1CCCC1.[C:6]([C:11]1[CH:16]=[CH:15][CH:14]=[CH:13][CH:12]=1)(=[O:10])[CH2:7][CH2:8][CH3:9].CCCCCC.[Br:23]Br. Given the product [C:11]1([C:6](=[O:10])[CH:7]([Br:23])[CH2:8][CH3:9])[CH:16]=[CH:15][CH:14]=[CH:13][CH:12]=1, predict the reactants needed to synthesize it. (6) The reactants are: [Cl:1][C:2]1[CH:13]=[CH:12][C:5]([CH2:6][C@@H:7]([C:9]([OH:11])=[O:10])[NH2:8])=[CH:4][CH:3]=1.Cl[C:15]([O:17][CH2:18][CH:19]=[CH2:20])=[O:16]. Given the product [CH2:18]([O:17][C:15]([NH:8][CH:7]([CH2:6][C:5]1[CH:4]=[CH:3][C:2]([Cl:1])=[CH:13][CH:12]=1)[C:9]([OH:11])=[O:10])=[O:16])[CH:19]=[CH2:20], predict the reactants needed to synthesize it. (7) Given the product [C:25]1([N:31]2[C:16](=[O:17])[CH:15]([C:19]3[CH:24]=[CH:23][CH:22]=[CH:21][CH:20]=3)[N:14]([C:11]3[CH:12]=[CH:13][C:8]([O:1][C:2]4[CH:3]=[CH:4][CH:5]=[CH:6][CH:7]=4)=[CH:9][CH:10]=3)[C:32]2=[S:33])[CH:30]=[CH:29][CH:28]=[CH:27][CH:26]=1, predict the reactants needed to synthesize it. The reactants are: [O:1]([C:8]1[CH:13]=[CH:12][C:11]([NH:14][CH:15]([C:19]2[CH:24]=[CH:23][CH:22]=[CH:21][CH:20]=2)[C:16](O)=[O:17])=[CH:10][CH:9]=1)[C:2]1[CH:7]=[CH:6][CH:5]=[CH:4][CH:3]=1.[C:25]1([N:31]=[C:32]=[S:33])[CH:30]=[CH:29][CH:28]=[CH:27][CH:26]=1. (8) Given the product [NH:63]1[CH2:68][CH2:67][CH:66]([C:69]([O:71][CH:72]([C:23]2[CH:22]=[N:21][C:20]([N:7]([CH2:6][C:5]3[CH:27]=[C:28]([C:30]([F:33])([F:32])[F:31])[CH:29]=[C:3]([C:2]([F:35])([F:34])[F:1])[CH:4]=3)[CH2:8][C:9]3[CH:14]=[C:13]([C:15]([F:16])([F:17])[F:18])[CH:12]=[CH:11][C:10]=3[F:19])=[N:25][CH:24]=2)[CH3:73])=[O:70])[CH2:65][CH2:64]1, predict the reactants needed to synthesize it. The reactants are: [F:1][C:2]([F:35])([F:34])[C:3]1[CH:4]=[C:5]([CH:27]=[C:28]([C:30]([F:33])([F:32])[F:31])[CH:29]=1)[CH2:6][N:7]([C:20]1[N:25]=[CH:24][C:23](Br)=[CH:22][N:21]=1)[CH2:8][C:9]1[CH:14]=[C:13]([C:15]([F:18])([F:17])[F:16])[CH:12]=[CH:11][C:10]=1[F:19].C(P(C(C)(C)C)C1C=CC=CC=1C1C=CC=CC=1)(C)(C)C.CC(C)([O-])C.[Na+].[NH:63]1[CH2:68][CH2:67][CH:66]([C:69]([O:71][CH2:72][CH3:73])=[O:70])[CH2:65][CH2:64]1.C(=O)(O)[O-].[Na+]. (9) Given the product [CH2:19]([O:18][C:15]1[CH:16]=[CH:17][C:12]([C:10]2[N:9]=[C:8]3[N:27]([CH:31]4[CH2:36][CH2:35][CH2:34][CH2:33][O:32]4)[N:28]=[C:29]([CH3:30])[C:7]3=[C:6]([CH:4]=[O:5])[CH:11]=2)=[C:13]([F:26])[CH:14]=1)[C:20]1[CH:25]=[CH:24][CH:23]=[CH:22][CH:21]=1, predict the reactants needed to synthesize it. The reactants are: CON(C)[C:4]([C:6]1[C:7]2[C:29]([CH3:30])=[N:28][N:27]([CH:31]3[CH2:36][CH2:35][CH2:34][CH2:33][O:32]3)[C:8]=2[N:9]=[C:10]([C:12]2[CH:17]=[CH:16][C:15]([O:18][CH2:19][C:20]3[CH:25]=[CH:24][CH:23]=[CH:22][CH:21]=3)=[CH:14][C:13]=2[F:26])[CH:11]=1)=[O:5].C[Mg]Br.[Cl-].[NH4+].